Task: Predict the reaction yield, written as a fraction of the theoretical maximum amount of product (1.0 means a 100% yield; for example, 0.34 means a 34% yield).. Dataset: Reaction yield outcomes from USPTO patents with 853,638 reactions (1) The reactants are Br.Br[CH2:3][C:4]([C:6]1[CH:11]=[CH:10][N:9]=[CH:8][CH:7]=1)=O.[OH:12][C:13]1[CH:14]=[C:15]([NH:19][C:20]([NH2:22])=[S:21])[CH:16]=[CH:17][CH:18]=1.N. The catalyst is CCO.O. The product is [N:9]1[CH:10]=[CH:11][C:6]([C:4]2[N:22]=[C:20]([NH:19][C:15]3[CH:14]=[C:13]([OH:12])[CH:18]=[CH:17][CH:16]=3)[S:21][CH:3]=2)=[CH:7][CH:8]=1. The yield is 0.990. (2) The reactants are [NH2:1][C:2]1[CH:9]=[C:8]([C:10]([C:12]2[C:20]3[CH:19]=[N:18][C:17]([NH2:21])=[N:16][C:15]=3[N:14]([C:22]([CH3:26])([CH3:25])[CH2:23][OH:24])[CH:13]=2)=[O:11])[CH:7]=[CH:6][C:3]=1[C:4]#[N:5].N1C(C)=CC=CC=1C.O([Si:43]([C:46]([CH3:49])([CH3:48])[CH3:47])([CH3:45])[CH3:44])S(C(F)(F)F)(=O)=O. The catalyst is C(Cl)Cl.CCOC(C)=O. The product is [NH2:1][C:2]1[CH:9]=[C:8]([C:10]([C:12]2[C:20]3[CH:19]=[N:18][C:17]([NH2:21])=[N:16][C:15]=3[N:14]([C:22]([CH3:26])([CH3:25])[CH2:23][O:24][Si:43]([C:46]([CH3:49])([CH3:48])[CH3:47])([CH3:45])[CH3:44])[CH:13]=2)=[O:11])[CH:7]=[CH:6][C:3]=1[C:4]#[N:5]. The yield is 0.450. (3) The reactants are [C:1]([O:5][C:6]([NH:8][CH2:9][CH2:10][C:11]([OH:13])=O)=[O:7])([CH3:4])([CH3:3])[CH3:2].[CH3:14][S:15]([NH2:18])(=[O:17])=[O:16].CCN=C=NCCCN(C)C. The catalyst is C(Cl)Cl.CN(C1C=CN=CC=1)C. The product is [CH3:14][S:15]([NH:18][C:11](=[O:13])[CH2:10][CH2:9][NH:8][C:6](=[O:7])[O:5][C:1]([CH3:4])([CH3:3])[CH3:2])(=[O:17])=[O:16]. The yield is 0.900.